From a dataset of Forward reaction prediction with 1.9M reactions from USPTO patents (1976-2016). Predict the product of the given reaction. (1) Given the reactants [C:1]([O:5][C:6]([NH:8][C@H:9]1[C@@H:13]([CH2:14][F:15])[CH2:12][N:11]([C:16]2[C:26]([F:27])=[CH:25][C:19]([C:20]([O:22]CC)=[O:21])=[C:18]([F:28])[C:17]=2[CH3:29])[CH2:10]1)=[O:7])([CH3:4])([CH3:3])[CH3:2].[OH-].[K+].C(O)(=O)CC(CC(O)=O)(C(O)=O)O.O, predict the reaction product. The product is: [C:1]([O:5][C:6]([NH:8][C@H:9]1[C@@H:13]([CH2:14][F:15])[CH2:12][N:11]([C:16]2[C:26]([F:27])=[CH:25][C:19]([C:20]([OH:22])=[O:21])=[C:18]([F:28])[C:17]=2[CH3:29])[CH2:10]1)=[O:7])([CH3:4])([CH3:3])[CH3:2]. (2) The product is: [CH3:19][C:2]1([CH3:1])[C:11]2[C:6](=[CH:7][C:8]([CH:12]([CH2:13][CH2:14][CH2:15][CH2:16][CH3:17])[CH2:18][OH:20])=[CH:9][CH:10]=2)[S:5][CH2:4][CH2:3]1. Given the reactants [CH3:1][C:2]1([CH3:19])[C:11]2[C:6](=[CH:7][C:8]([C:12](=[CH2:18])[CH2:13][CH2:14][CH2:15][CH2:16][CH3:17])=[CH:9][CH:10]=2)[S:5][CH2:4][CH2:3]1.[OH-:20].[Na+].OO.Cl, predict the reaction product. (3) Given the reactants [CH2:1]([N:8]1[CH2:13][CH2:12][N:11]([CH2:14][C:15]2[CH:20]=[CH:19][CH:18]=[CH:17][CH:16]=2)[CH2:10][C@@H:9]1[CH2:21][NH:22][C:23]1[CH:28]=[CH:27][CH:26]=[CH:25][CH:24]=1)[C:2]1[CH:7]=[CH:6][CH:5]=[CH:4][CH:3]=1.C(N(CC)CC)C.[CH3:36][S:37](Cl)(=[O:39])=[O:38], predict the reaction product. The product is: [CH2:1]([N:8]1[CH2:13][CH2:12][N:11]([CH2:14][C:15]2[CH:16]=[CH:17][CH:18]=[CH:19][CH:20]=2)[CH2:10][C@@H:9]1[CH2:21][N:22]([C:23]1[CH:28]=[CH:27][CH:26]=[CH:25][CH:24]=1)[S:37]([CH3:36])(=[O:39])=[O:38])[C:2]1[CH:3]=[CH:4][CH:5]=[CH:6][CH:7]=1. (4) Given the reactants Br[C:2]1[CH:7]=[C:6]([N+:8]([O-:10])=[O:9])[CH:5]=[C:4]([N+:11]([O-:13])=[O:12])[CH:3]=1.CC(C1C=C(C(C)C)C(C2C=CC=CC=2P(C2CCCCC2)C2CCCCC2)=C(C(C)C)C=1)C.C(=O)([O-])[O-].[K+].[K+].[NH:54]1[CH2:59][CH2:58][O:57][CH2:56][CH2:55]1, predict the reaction product. The product is: [N+:11]([C:4]1[CH:3]=[C:2]([N:54]2[CH2:59][CH2:58][O:57][CH2:56][CH2:55]2)[CH:7]=[C:6]([N+:8]([O-:10])=[O:9])[CH:5]=1)([O-:13])=[O:12]. (5) Given the reactants [NH2:1][C@@H:2]([CH2:14][N:15]([CH3:17])[CH3:16])[CH2:3][C:4]([O:6][CH2:7][C:8]1[CH:13]=[CH:12][CH:11]=[CH:10][CH:9]=1)=[O:5].[O:18]1[CH:22]=[CH:21][C:20]([C:23]2[S:27][C:26]([S:28](Cl)(=[O:30])=[O:29])=[CH:25][CH:24]=2)=[N:19]1, predict the reaction product. The product is: [CH3:17][N:15]([CH3:16])[CH2:14][C@H:2]([NH:1][S:28]([C:26]1[S:27][C:23]([C:20]2[CH:21]=[CH:22][O:18][N:19]=2)=[CH:24][CH:25]=1)(=[O:29])=[O:30])[CH2:3][C:4]([O:6][CH2:7][C:8]1[CH:13]=[CH:12][CH:11]=[CH:10][CH:9]=1)=[O:5]. (6) Given the reactants C([NH:4][C:5]1[CH:10]=[CH:9][C:8]([S:11]([N:14]([CH2:30][CH2:31][C:32]2[C:40]3[C:35](=[CH:36][CH:37]=[CH:38][CH:39]=3)[NH:34][CH:33]=2)[CH:15]2[C:23]3[C:18](=[CH:19][C:20](/[CH:24]=[CH:25]/[C:26]([O:28][CH3:29])=[O:27])=[CH:21][CH:22]=3)[CH2:17][CH2:16]2)(=[O:13])=[O:12])=[CH:7][CH:6]=1)(=O)C.Cl, predict the reaction product. The product is: [NH2:4][C:5]1[CH:6]=[CH:7][C:8]([S:11]([N:14]([CH2:30][CH2:31][C:32]2[C:40]3[C:35](=[CH:36][CH:37]=[CH:38][CH:39]=3)[NH:34][CH:33]=2)[CH:15]2[C:23]3[C:18](=[CH:19][C:20](/[CH:24]=[CH:25]/[C:26]([O:28][CH3:29])=[O:27])=[CH:21][CH:22]=3)[CH2:17][CH2:16]2)(=[O:13])=[O:12])=[CH:9][CH:10]=1. (7) Given the reactants [NH2:1][CH2:2][CH2:3][CH2:4][CH2:5][CH2:6][CH2:7][OH:8].[CH3:9][C:10]([O:13][C:14](O[C:14]([O:13][C:10]([CH3:12])([CH3:11])[CH3:9])=[O:15])=[O:15])([CH3:12])[CH3:11], predict the reaction product. The product is: [C:14]([NH:1][CH2:2][CH2:3][CH2:4][CH2:5][CH2:6][CH2:7][OH:8])([O:13][C:10]([CH3:12])([CH3:11])[CH3:9])=[O:15]. (8) Given the reactants [CH2:1]([N:8]1[CH2:17][CH2:16][C:15]2[C:14](Cl)=[N:13][CH:12]=[N:11][C:10]=2[CH2:9]1)[C:2]1[CH:7]=[CH:6][CH:5]=[CH:4][CH:3]=1.[CH:19]1[C:28]2[C:23](=[CH:24][CH:25]=[CH:26][CH:27]=2)[CH:22]=[C:21]([C:29]2[CH:30]=[C:31]([CH:33]=[CH:34][C:35]=2[CH3:36])[NH2:32])[N:20]=1.CC1C=CC(S(O)(=O)=O)=CC=1, predict the reaction product. The product is: [CH2:1]([N:8]1[CH2:17][CH2:16][C:15]2[C:14]([NH:32][C:31]3[CH:33]=[CH:34][C:35]([CH3:36])=[C:29]([C:21]4[N:20]=[CH:19][C:28]5[C:23]([CH:22]=4)=[CH:24][CH:25]=[CH:26][CH:27]=5)[CH:30]=3)=[N:13][CH:12]=[N:11][C:10]=2[CH2:9]1)[C:2]1[CH:7]=[CH:6][CH:5]=[CH:4][CH:3]=1. (9) Given the reactants CCN(CC)CC.Br[CH2:9][C:10]([C:12]1[C:17]([CH3:18])=[CH:16][C:15]([CH3:19])=[CH:14][C:13]=1[CH3:20])=[O:11].[SH:21][C:22]1[N:23]([CH3:27])[CH:24]=[CH:25][N:26]=1, predict the reaction product. The product is: [CH3:27][N:23]1[CH:24]=[CH:25][N:26]=[C:22]1[S:21][CH2:9][C:10]([C:12]1[C:17]([CH3:18])=[CH:16][C:15]([CH3:19])=[CH:14][C:13]=1[CH3:20])=[O:11]. (10) Given the reactants IC1C2N=CN=C(N)C=2NN=1.FC1C=CC([N+]([O-])=O)=CC=1.[I:22][C:23]1[C:27]2[N:28]=[CH:29][N:30]=[C:31]([NH2:32])[C:26]=2[N:25]([C:33]2[CH:38]=[CH:37][C:36]([N+:39]([O-:41])=[O:40])=[C:35](OC)[CH:34]=2)[N:24]=1.CO[C@@H]1[C@@H](C(OC)=O)[C@@H]2[C@@H](CN3[C@H](C2)C2NC4C=C(OC)C=CC=4C=2CC3)C[C@H]1OC(C1C=C(OC)C(OC)=C(OC)C=1)=O, predict the reaction product. The product is: [I:22][C:23]1[C:27]2[N:28]=[CH:29][N:30]=[C:31]([NH2:32])[C:26]=2[N:25]([C:33]2[CH:34]=[CH:35][C:36]([N+:39]([O-:41])=[O:40])=[CH:37][CH:38]=2)[N:24]=1.